From a dataset of Peptide-MHC class I binding affinity with 185,985 pairs from IEDB/IMGT. Regression. Given a peptide amino acid sequence and an MHC pseudo amino acid sequence, predict their binding affinity value. This is MHC class I binding data. (1) The peptide sequence is YLALYNKYK. The MHC is HLA-A33:01 with pseudo-sequence HLA-A33:01. The binding affinity (normalized) is 0.170. (2) The peptide sequence is AAGLQDCTML. The binding affinity (normalized) is 0. The MHC is HLA-A02:01 with pseudo-sequence HLA-A02:01. (3) The binding affinity (normalized) is 1.00. The peptide sequence is STYQPLPLY. The MHC is HLA-A26:02 with pseudo-sequence HLA-A26:02. (4) The peptide sequence is MRDLRQHEV. The MHC is HLA-A02:03 with pseudo-sequence HLA-A02:03. The binding affinity (normalized) is 0.0847. (5) The binding affinity (normalized) is 0.0847. The peptide sequence is ETIEDYLGY. The MHC is HLA-B08:01 with pseudo-sequence HLA-B08:01.